This data is from Full USPTO retrosynthesis dataset with 1.9M reactions from patents (1976-2016). The task is: Predict the reactants needed to synthesize the given product. Given the product [CH:7]1([CH2:6][CH:5]([C:12]2[CH:13]=[CH:14][C:15]([S:18]([N:21]3[CH2:26][CH2:25][N:24]([CH3:27])[CH2:23][CH2:22]3)(=[O:19])=[O:20])=[CH:16][CH:17]=2)[C:4]([OH:28])=[O:3])[CH2:11][CH2:10][CH2:9][CH2:8]1, predict the reactants needed to synthesize it. The reactants are: C([O:3][C:4](=[O:28])[CH:5]([C:12]1[CH:17]=[CH:16][C:15]([S:18]([N:21]2[CH2:26][CH2:25][N:24]([CH3:27])[CH2:23][CH2:22]2)(=[O:20])=[O:19])=[CH:14][CH:13]=1)[CH2:6][CH:7]1[CH2:11][CH2:10][CH2:9][CH2:8]1)C.O.[OH-].[Na+].